From a dataset of Full USPTO retrosynthesis dataset with 1.9M reactions from patents (1976-2016). Predict the reactants needed to synthesize the given product. (1) Given the product [CH:37]1[C:42]([C@H:43]2[O:52][C:51]3[C:13]([C@@H:9]4[C@@H:10]([OH:12])[C@@H:26]([C:27]5[CH:34]=[CH:33][C:31]([OH:32])=[C:29]([OH:30])[CH:28]=5)[O:36][C:3]5[CH:2]=[C:7]([OH:8])[CH:6]=[C:5]([OH:23])[C:4]4=5)=[C:49]([OH:53])[CH:48]=[C:47]([OH:54])[C:46]=3[CH2:45][C@H:44]2[OH:55])=[CH:41][C:40]([OH:67])=[C:39]([OH:68])[CH:38]=1, predict the reactants needed to synthesize it. The reactants are: O[C:2]1[CH:3]=[C:4]([CH:9]([CH3:13])[C:10]([OH:12])=O)[CH:5]=[CH:6][C:7]=1[OH:8].C1C=CC(C[C@H](O)C(O)=[O:23])=CC=1.[C:26]([OH:36])(=O)[C:27]1[CH:34]=[CH:33][C:31]([OH:32])=[C:29]([OH:30])[CH:28]=1.[CH:37]1[C:42]([C:43]2[O+:52]=[C:51]3[C:46]([C:47]([OH:54])=[CH:48][C:49]([OH:53])=C3)=[CH:45][C:44]=2[O:55]C2O[C@H](CO)[C@H](O)[C@H](O)[C@H]2O)=[CH:41][C:40]([OH:67])=[C:39]([OH:68])[CH:38]=1.[Cl-].C1C(C2[O+]=C3C(C(O)=CC(O)=C3)=CC=2O[C@@H]2O[C@H](CO)[C@@H](O)[C@H](O)[C@H]2O)=CC(O)=C(O)C=1.[Cl-]. (2) Given the product [CH2:1]([O:3][C:4]([C:6]1[O:14][C:9]2[N:10]=[CH:11][CH:12]=[C:13]([CH3:28])[C:8]=2[C:7]=1[NH:16][C:17]1[CH:22]=[CH:21][C:20]([Si:23]([CH3:25])([CH3:26])[CH3:24])=[CH:19][C:18]=1[F:27])=[O:5])[CH3:2], predict the reactants needed to synthesize it. The reactants are: [CH2:1]([O:3][C:4]([C:6]1[O:14][C:13]2[CH:12]=[CH:11][N:10]=[C:9](Cl)[C:8]=2[C:7]=1[NH:16][C:17]1[CH:22]=[CH:21][C:20]([Si:23]([CH3:26])([CH3:25])[CH3:24])=[CH:19][C:18]=1[F:27])=[O:5])[CH3:2].[CH3:28]B1OB(C)OB(C)O1.C(=O)([O-])[O-].[K+].[K+]. (3) Given the product [Br:22][C:23]1[C:24]([C:31]([OH:33])=[O:32])=[C:25]([F:30])[C:26]([F:29])=[CH:27][CH:28]=1, predict the reactants needed to synthesize it. The reactants are: C([Li])CCC.CCCCCC.CC1(C)CCCC(C)(C)N1.[Br:22][C:23]1[CH:28]=[CH:27][C:26]([F:29])=[C:25]([F:30])[CH:24]=1.[C:31](=[O:33])=[O:32]. (4) Given the product [CH3:1][O:4][N:5]=[C:6]([C:10](=[O:12])[CH3:11])[C:7](=[O:9])[CH3:8], predict the reactants needed to synthesize it. The reactants are: [C:1]([O:4][N:5]=[C:6]([C:10](=[O:12])[CH3:11])[C:7](=[O:9])[CH3:8])(=O)C.C(=O)/C=C/CCC. (5) Given the product [CH2:1]([C:3]1[C:12]2[C:7](=[CH:8][CH:9]=[CH:10][CH:11]=2)[C:6]([C:13]([NH:18][C:17]2[C:16]([C:15]([NH:31][CH2:30][CH:27]3[CH2:28][CH2:29][O:24][CH2:25][CH2:26]3)=[O:23])=[N:22][CH:21]=[CH:20][CH:19]=2)=[O:14])=[CH:5][CH:4]=1)[CH3:2], predict the reactants needed to synthesize it. The reactants are: [CH2:1]([C:3]1[C:12]2[C:7](=[CH:8][CH:9]=[CH:10][CH:11]=2)[C:6]([C:13]2[O:14][C:15](=[O:23])[C:16]3[N:22]=[CH:21][CH:20]=[CH:19][C:17]=3[N:18]=2)=[CH:5][CH:4]=1)[CH3:2].[O:24]1[CH2:29][CH2:28][CH:27]([CH2:30][NH2:31])[CH2:26][CH2:25]1. (6) Given the product [C:1]([C:5]1[CH:6]=[C:7]2[C:11]([CH:10]=[C:9]([CH3:30])[CH:8]2[Si:44]([Cl:43])([CH3:46])[CH3:45])=[C:12]([C:16]2[CH:21]=[C:20]([C:22]([CH3:25])([CH3:24])[CH3:23])[CH:19]=[C:18]([C:26]([CH3:29])([CH3:28])[CH3:27])[CH:17]=2)[C:13]=1[O:14][CH3:15])([CH3:4])([CH3:3])[CH3:2], predict the reactants needed to synthesize it. The reactants are: [C:1]([C:5]1[CH:6]=[C:7]2[C:11](=[C:12]([C:16]3[CH:21]=[C:20]([C:22]([CH3:25])([CH3:24])[CH3:23])[CH:19]=[C:18]([C:26]([CH3:29])([CH3:28])[CH3:27])[CH:17]=3)[C:13]=1[O:14][CH3:15])[CH2:10][C:9]([CH3:30])=[CH:8]2)([CH3:4])([CH3:3])[CH3:2].C1(C)C=CC=CC=1.[Li]CCCC.[Cl:43][Si:44](Cl)([CH3:46])[CH3:45]. (7) The reactants are: Cl.NC[CH:4](C#C)[C:5]([O:7][CH2:8][CH3:9])=[O:6].[C:12]([O:16][C:17]([N:19]1[CH2:24][CH2:23][CH:22]([CH2:25][CH2:26][C:27]([N:29]2[CH2:34][CH2:33][CH2:32][C@@H:31](C(O)=O)[CH2:30]2)=[O:28])[CH2:21][CH2:20]1)=[O:18])([CH3:15])([CH3:14])[CH3:13].[OH:38]N1C2C=CC=CC=2N=N1.C(N=C=N[CH2:53][CH2:54][CH2:55][N:56]([CH3:58])C)C. Given the product [CH2:8]([O:7][C:5](=[O:6])[CH2:4][CH:55]([C:54]#[CH:53])[NH:56][C:58]([C@@H:31]1[CH2:32][CH2:33][CH2:34][N:29]([C:27](=[O:28])[CH2:26][CH2:25][CH:22]2[CH2:21][CH2:20][N:19]([C:17]([O:16][C:12]([CH3:13])([CH3:14])[CH3:15])=[O:18])[CH2:24][CH2:23]2)[CH2:30]1)=[O:38])[CH3:9], predict the reactants needed to synthesize it. (8) Given the product [CH3:1][O:2][C:3]1[CH:4]=[C:5]([CH:11]([OH:21])[CH2:12][C:13]2[CH:18]=[CH:17][C:16]([O:19][CH3:20])=[CH:15][CH:14]=2)[CH:6]=[C:7]([O:9][CH3:10])[CH:8]=1, predict the reactants needed to synthesize it. The reactants are: [CH3:1][O:2][C:3]1[CH:4]=[C:5]([C:11](=[O:21])[CH2:12][C:13]2[CH:18]=[CH:17][C:16]([O:19][CH3:20])=[CH:15][CH:14]=2)[CH:6]=[C:7]([O:9][CH3:10])[CH:8]=1.CO.[BH4-].[Na+]. (9) Given the product [CH:9]1([NH:1][C@H:2]([CH2:7][CH3:8])[C:3]([O:5][CH3:6])=[O:4])[CH2:13][CH2:12][CH2:11][CH2:10]1, predict the reactants needed to synthesize it. The reactants are: [NH2:1][C@H:2]([CH2:7][CH3:8])[C:3]([O:5][CH3:6])=[O:4].[C:9]1(=O)[CH2:13][CH2:12][CH2:11][CH2:10]1.C([O-])(=O)C.[Na+].C(O[BH-](OC(=O)C)OC(=O)C)(=O)C.[Na+].C(=O)(O)[O-].[Na+].